This data is from Catalyst prediction with 721,799 reactions and 888 catalyst types from USPTO. The task is: Predict which catalyst facilitates the given reaction. Reactant: [O:1]=[C:2]1[C:7]([C:8]([O:10]CC)=O)=[N:6][N:5]=[CH:4][NH:3]1.[NH3:13]. Product: [O:1]=[C:2]1[C:7]([C:8]([NH2:13])=[O:10])=[N:6][N:5]=[CH:4][NH:3]1. The catalyst class is: 8.